Dataset: HIV replication inhibition screening data with 41,000+ compounds from the AIDS Antiviral Screen. Task: Binary Classification. Given a drug SMILES string, predict its activity (active/inactive) in a high-throughput screening assay against a specified biological target. (1) The compound is O=S(Nc1ccccc1)c1ccc(N2CCOCC2)cc1. The result is 0 (inactive). (2) The drug is COC(=O)C1=C(C)N2CCCOC2(C)C(C(=O)OC)C1c1cccc(Cl)c1. The result is 0 (inactive). (3) The molecule is C1CCNCC1.S=C(S)N1CCCCC1. The result is 0 (inactive). (4) The compound is O=Cc1cc([N+](=O)[O-])no1. The result is 0 (inactive). (5) The drug is COc1cc(C2c3cc4c(cc3OC(N3CCCCC3)C2C)OCO4)cc(OC)c1O. The result is 0 (inactive). (6) The compound is COc1c(C(=O)O)oc2c(OC)cccc12. The result is 0 (inactive). (7) The compound is CC(=O)c1ccc(Cc2ccc(C(C)=O)s2)s1. The result is 0 (inactive). (8) The drug is COc1ccc(C=C2N=C(N3CCCC(CO)C3)NC2=O)cc1. The result is 0 (inactive). (9) The molecule is ON=C1SC(=NO)C(=NO)SC1=NO. The result is 0 (inactive). (10) The drug is CCCCCCCCOCC(COC(=O)CCCCCCC)OC(=O)CCCCCCC. The result is 0 (inactive).